This data is from Forward reaction prediction with 1.9M reactions from USPTO patents (1976-2016). The task is: Predict the product of the given reaction. Given the reactants [CH:1]1([N:4]=[C:5]=[O:6])[CH2:3][CH2:2]1.[CH:7]1([N:10]2[C:19]3[C:14](=[CH:15][C:16]([F:30])=[C:17]([N:22]4[CH2:27][CH:26]([CH3:28])[NH:25][CH:24]([CH3:29])[CH2:23]4)[C:18]=3[O:20][CH3:21])[C:13](=[O:31])[C:12]([C:32]([NH:34][CH2:35][C:36]3[CH:41]=[CH:40][C:39]([Cl:42])=[CH:38][C:37]=3[Cl:43])=[O:33])=[CH:11]2)[CH2:9][CH2:8]1, predict the reaction product. The product is: [CH:7]1([N:10]2[C:19]3[C:14](=[CH:15][C:16]([F:30])=[C:17]([N:22]4[CH2:23][CH:24]([CH3:29])[N:25]([C:5]([NH:4][CH:1]5[CH2:3][CH2:2]5)=[O:6])[CH:26]([CH3:28])[CH2:27]4)[C:18]=3[O:20][CH3:21])[C:13](=[O:31])[C:12]([C:32]([NH:34][CH2:35][C:36]3[CH:41]=[CH:40][C:39]([Cl:42])=[CH:38][C:37]=3[Cl:43])=[O:33])=[CH:11]2)[CH2:9][CH2:8]1.